This data is from Catalyst prediction with 721,799 reactions and 888 catalyst types from USPTO. The task is: Predict which catalyst facilitates the given reaction. (1) Product: [CH3:5][S:4][C:3](=[C:6]([C:7]([O-:9])=[O:8])[C:11]([O-:13])=[O:12])[S:2][CH3:1].[Ag+2:24]. Reactant: [CH3:1][S:2][C:3](=[C:6]([C:11]([O-:13])=[O:12])[C:7]([O:9]C)=[O:8])[S:4][CH3:5].[OH-].[K+].[N+]([O-])(O)=O.[N+]([O-])([O-])=O.[Ag+:24]. The catalyst class is: 97. (2) Reactant: C(S[C:4]1[NH:13][C:12](=[O:14])[C:11]2[C:6](=[C:7]3[CH:17]=[CH:16][NH:15][C:8]3=[CH:9][CH:10]=2)[N:5]=1)C.Cl.C(SC1NC(=[O:32])C2C(=C3C=CN(C(OC(C)(C)C)=O)C3=CC=2)N=1)C. Product: [NH:5]1[C:6]2[C:11](=[CH:10][CH:9]=[C:8]3[NH:15][CH:16]=[CH:17][C:7]3=2)[C:12](=[O:14])[NH:13][C:4]1=[O:32]. The catalyst class is: 8. (3) Reactant: B.CB1N2CCC[C@@H]2C(C2C=CC=CC=2)(C2C=CC=CC=2)O1.[CH3:23][C:24]([O:27][C:28](=[O:43])[NH:29][CH2:30][CH2:31][CH2:32][C:33]([C:35]1[C:36]([O:41][CH3:42])=[N:37][CH:38]=[CH:39][CH:40]=1)=[O:34])([CH3:26])[CH3:25].CO. Product: [CH3:26][C:24]([O:27][C:28](=[O:43])[NH:29][CH2:30][CH2:31][CH2:32][CH:33]([OH:34])[C:35]1[C:36]([O:41][CH3:42])=[N:37][CH:38]=[CH:39][CH:40]=1)([CH3:23])[CH3:25]. The catalyst class is: 7.